This data is from Experimentally validated miRNA-target interactions with 360,000+ pairs, plus equal number of negative samples. The task is: Binary Classification. Given a miRNA mature sequence and a target amino acid sequence, predict their likelihood of interaction. (1) The miRNA is hsa-miR-4284 with sequence GGGCUCACAUCACCCCAU. The protein sequence of the target gene is MSSPEPPTEPPEPDNPTWSTQPTYSNLGQIRAHLLPSKACRLRTPGSLSTNPEPLPPPLPKKILTRTQSLPTRRTLHPSSIQVQPPRRPFLGSHSVDKSQAAVGPACLPAELTFGPADAPLGLSLRDLHSPEAVHTALAARQLQGLRTIYARLRARLMGGHPGPCHPGHSFRLLDSSPCAESGDALYYRVVRAHEDAWHILVAKVPKPGADVPHPWGLELQASLSPHFNLQGLCGLVPEGTLPGAPWRGAVALAAEVPERTVAQWLAEACTQPPEEFVWAVALLLLQLSAALKFLEAWGA.... Result: 1 (interaction). (2) Result: 0 (no interaction). The miRNA is hsa-miR-5689 with sequence AGCAUACACCUGUAGUCCUAGA. The protein sequence of the target gene is MKRKERIARRLEGIENDSQPILLQSCTGLVTHRLLEEDTPRYMRATDPASPHIGRSKEEEDTPGSSLEKQTPSKYCIETSGIHSSGSMDTHSLESKAERIARYKAERRRQLAEKYGLTLDPEADSEYLSRYAKSRKDPDVTERRGKSDKQEEQSKDANSRHSRTESGPRTSLVASQDCTPLGSNMSDQEQLLNVENQRRVQDPPLGEDGSSAFFSERSISFPEVPRSPKQIPSSPLQQPASPNHPGDSPLPTEARASTGKPTHEWFLQRDSEGDTPSLINWPSRVKVREKLVKEESARSS.... (3) The miRNA is hsa-miR-34a-5p with sequence UGGCAGUGUCUUAGCUGGUUGU. The protein sequence of the target gene is MATVLSRALKLPGKKSPDLGEYDPLTQADSDESEDDLVLNLQQKNGGVKNGKSALGDLPEPDSDADVAGAAKPHLSEVTPEGFPSEPLGGLEQKATSPLVSYVRTSVFLLTLVISMVLVLLCAFLIPCPPRDLHSAWSRRLGSQGGGDLSPLELADVNRDGLRDVLLTFVTTRNGTEGGVGSQPTADLVCLSGMNGSTLWSSPLPEEAQDVTCLDLIPGSVAKTICLVTGTRKMLSAFNATSGKVLWTLNPNHLSNGTLAAPVVVLPDLDEDGVRDLVVLAIGELQPDLCFLLVSGRTGS.... Result: 0 (no interaction). (4) The miRNA is hsa-miR-3158-5p with sequence CCUGCAGAGAGGAAGCCCUUC. The protein sequence of the target gene is MPGMVLFGRRWSLASDDLVFPGSFELFLRVLWWIVSLTLYLTHRRRLDCPGGVLLSTYLIVLLVLLAVIICTVLAIVCVSMRGTICNPGPRKSMSKLLYIRLALFLPEMVWASLGAAWVAKGIQCDRTVVIGIIATVIVSWIVIAATMVTIIFVFDPLGGKMAPYPPCIPEHLDSNSSNRLLTGLKTAAKSVWETRVQFCCCCVGQDDNTRVAFSSTADLFSTYFSDTDLVPSDIAAGFTLLHQQQDNISHSREPPEVVTHTPGQPQETELDAEVENCHHYMPFAAAAYGWPLYIYRNPF.... Result: 0 (no interaction). (5) The miRNA is hsa-miR-567 with sequence AGUAUGUUCUUCCAGGACAGAAC. The protein sequence of the target gene is MGLGTLSPRMLVWLVASGIVFYGELWVCAGLDYDYTFDGNEEDKTETIDYKDPCKAAVFWGDIALDDEDLNIFQIDRTIDLTQNPFGNLGHTTGGLGDHAMSKKRGALYQLIDRIRRIGFGLEQNNTVKGKVPLQFSGQNEKNRVPRAATSRTERIWPGGVIPYVIGGNFTGSQRAMFKQAMRHWEKHTCVTFIERSDEESYIVFTYRPCGCCSYVGRRGNGPQAISIGKNCDKFGIVVHELGHVIGFWHEHTRPDRDNHVTIIRENIQPGQEYNFLKMEPGEVNSLGERYDFDSIMHYA.... Result: 0 (no interaction).